Binary Classification. Given a drug SMILES string, predict its activity (active/inactive) in a high-throughput screening assay against a specified biological target. From a dataset of HIV replication inhibition screening data with 41,000+ compounds from the AIDS Antiviral Screen. (1) The molecule is Cc1c2c(n3c(nc4ccccc43)c1C#N)N(c1ccc(F)cc1)CC2. The result is 0 (inactive). (2) The drug is COc1nc(NC2OC(COC(C)=O)C(OC(C)=O)C(OC(C)=O)C2OC(C)=O)c(N=CC=Nc2c(NC3OC(COC(C)=O)C(OC(C)=O)C(OC(C)=O)C3OC(C)=O)nc(OC)n(C)c2=O)c(=O)n1C. The result is 0 (inactive). (3) The molecule is CC(=O)OC12C3C4C1C1C2C3C41OC(C)=O. The result is 0 (inactive). (4) The compound is COC(=O)C(=O)C(C(=O)OC)C(=O)C(=O)Nc1c(C)cccc1C. The result is 0 (inactive). (5) The molecule is CCC1Sc2cc(OC)cc(N)c2NC1=O. The result is 0 (inactive). (6) The drug is CC(=O)N(NC(=O)P(=O)(OC(C)C)OC(C)C)c1ccc([N+](=O)[O-])cc1. The result is 0 (inactive).